This data is from Reaction yield outcomes from USPTO patents with 853,638 reactions. The task is: Predict the reaction yield, written as a fraction of the theoretical maximum amount of product (1.0 means a 100% yield; for example, 0.34 means a 34% yield). (1) The reactants are [CH2:1]([OH:4])[CH2:2][OH:3].CC1C=CC(S(O)(=O)=O)=CC=1.O.[NH2:17][C:18]1[C:28]([Cl:29])=[C:27]([CH:30]=O)[C:26]([O:32][C:33]([F:36])([F:35])[F:34])=[CH:25][C:19]=1[C:20]([O:22][CH2:23][CH3:24])=[O:21].C(=O)(O)[O-].[Na+]. The catalyst is C1(C)C=CC=CC=1.C(OCC)(=O)C. The product is [NH2:17][C:18]1[C:28]([Cl:29])=[C:27]([CH:30]2[O:4][CH2:1][CH2:2][O:3]2)[C:26]([O:32][C:33]([F:36])([F:34])[F:35])=[CH:25][C:19]=1[C:20]([O:22][CH2:23][CH3:24])=[O:21]. The yield is 0.920. (2) The reactants are C[O:2][C:3]1[CH:4]=[C:5]2[C:9](=[CH:10][CH:11]=1)[C@H:8]([C@H:12]([CH2:17][CH3:18])[C:13]([O:15][CH3:16])=[O:14])[CH2:7][CH2:6]2.[Al+3].[Cl-].[Cl-].[Cl-].CCS. The catalyst is C(Cl)Cl. The product is [OH:2][C:3]1[CH:4]=[C:5]2[C:9](=[CH:10][CH:11]=1)[C@H:8]([C@H:12]([CH2:17][CH3:18])[C:13]([O:15][CH3:16])=[O:14])[CH2:7][CH2:6]2. The yield is 0.980. (3) The reactants are CC1C=CC(S(OCC2CC3C=CC=C(C4C=CC=CC=4F)C=3O2)(=O)=O)=CC=1.[N-]=[N+]=[N-].[Na+].N(CC1CC2C=C(Cl)C=C(C3C=CSC=3)C=2O1)=[N+]=[N-].[N:52]([CH2:55][CH:56]1[CH2:60][C:59]2[CH:61]=[CH:62][CH:63]=[C:64]([C:65]3[CH:70]=[CH:69][CH:68]=[CH:67][C:66]=3[F:71])[C:58]=2[O:57]1)=[N+]=[N-].[N-]=[N+]=[N-]. The yield is 0.830. The product is [F:71][C:66]1[CH:67]=[CH:68][CH:69]=[CH:70][C:65]=1[C:64]1[C:58]2[O:57][CH:56]([CH2:55][NH2:52])[CH2:60][C:59]=2[CH:61]=[CH:62][CH:63]=1. The catalyst is [Pt]. (4) The reactants are [OH:1][C:2]1[CH:3]=[C:4]([CH:9]=[C:10]([OH:13])[C:11]=1[OH:12])[C:5]([O:7][CH3:8])=[O:6].[CH3:14][O:15][CH2:16][CH2:17][O:18][CH2:19][CH2:20][O:21][CH2:22][CH2:23][O:24][CH2:25][CH2:26][O:27][CH2:28][CH2:29][O:30][CH2:31][CH2:32][O:33][CH2:34][CH2:35][O:36][CH2:37][CH2:38][O:39][CH2:40][CH2:41][O:42][CH2:43][CH2:44][O:45][CH2:46][CH2:47]OS(C1C=CC(C)=CC=1)(=O)=O.[CH2:59]1[O:76][CH2:75][CH2:74][O:73][CH2:72][CH2:71][O:70][CH2:69][CH2:68][O:67][CH2:66][CH2:65][O:64][CH2:63][CH2:62][O:61][CH2:60]1. The catalyst is CC(C)=O. The product is [CH3:14][O:15][CH2:16][CH2:17][O:18][CH2:19][CH2:20][O:21][CH2:22][CH2:23][O:24][CH2:25][CH2:26][O:27][CH2:28][CH2:29][O:30][CH2:31][CH2:32][O:33][CH2:34][CH2:35][O:36][CH2:37][CH2:38][O:39][CH2:40][CH2:41][O:42][CH2:43][CH2:44][O:45][CH2:46][CH2:47][O:1][C:2]1[CH:3]=[C:4]([CH:9]=[C:10]([O:13][CH2:47][CH2:46][O:45][CH2:44][CH2:43][O:42][CH2:41][CH2:40][O:39][CH2:38][CH2:37][O:36][CH2:35][CH2:34][O:33][CH2:32][CH2:31][O:30][CH2:29][CH2:28][O:27][CH2:26][CH2:25][O:24][CH2:23][CH2:22][O:21][CH2:20][CH2:19][O:18][CH2:17][CH2:16][O:15][CH3:14])[C:11]=1[O:12][CH2:26][CH2:25][O:24][CH2:23][CH2:22][O:21][CH2:20][CH2:19][O:18][CH2:17][CH2:16][O:15][CH2:14][CH2:59][O:76][CH2:75][CH2:74][O:73][CH2:72][CH2:71][O:70][CH2:69][CH2:68][O:67][CH2:66][CH2:65][O:64][CH2:63][CH2:62][O:61][CH2:60][CH2:29][O:30][CH3:31])[C:5]([O:7][CH3:8])=[O:6]. The yield is 0.480. (5) The reactants are [CH3:1][O:2][C:3]1[CH:11]=[CH:10][C:6]([C:7](Cl)=[O:8])=[CH:5][CH:4]=1.[NH2:12][C:13]1[N:17](C(OC(C)(C)C)=O)[N:16]=[C:15]([O:25][CH2:26][C:27]2[CH:32]=[C:31]([O:33][CH3:34])[CH:30]=[C:29]([O:35][CH3:36])[CH:28]=2)[CH:14]=1. The catalyst is C1COCC1. The product is [CH3:34][O:33][C:31]1[CH:32]=[C:27]([CH2:26][O:25][C:15]2[CH:14]=[C:13]([NH:12][C:7](=[O:8])[C:6]3[CH:10]=[CH:11][C:3]([O:2][CH3:1])=[CH:4][CH:5]=3)[NH:17][N:16]=2)[CH:28]=[C:29]([O:35][CH3:36])[CH:30]=1. The yield is 0.200. (6) The reactants are [Br:1][C:2]1[CH:7]=[CH:6][C:5]([NH:8][S:9]([CH2:12][CH2:13][CH2:14]Cl)(=[O:11])=[O:10])=[CH:4][CH:3]=1.C([O-])([O-])=O.[Cs+].[Cs+]. The catalyst is CN(C=O)C.CCOCC. The product is [Br:1][C:2]1[CH:7]=[CH:6][C:5]([N:8]2[CH2:14][CH2:13][CH2:12][S:9]2(=[O:11])=[O:10])=[CH:4][CH:3]=1. The yield is 0.740. (7) The reactants are [C:1]([O:5][C:6]1[CH:7]=[C:8]([C@H:12]([NH:14]C(=O)COC)[CH3:13])[CH:9]=[CH:10][CH:11]=1)([CH3:4])([CH3:3])[CH3:2].N(CCO)(CCO)CCO.[OH-].[Na+]. The catalyst is O. The product is [C:1]([O:5][C:6]1[CH:7]=[C:8]([C@H:12]([NH2:14])[CH3:13])[CH:9]=[CH:10][CH:11]=1)([CH3:4])([CH3:2])[CH3:3]. The yield is 0.920.